The task is: Predict the reaction yield, written as a fraction of the theoretical maximum amount of product (1.0 means a 100% yield; for example, 0.34 means a 34% yield).. This data is from Reaction yield outcomes from USPTO patents with 853,638 reactions. (1) The reactants are [NH2:1][C:2]1[C:11]2[C:6](=[C:7](I)[C:8]([F:12])=[CH:9][CH:10]=2)[N:5]=[N:4][C:3]=1[C:14]([NH:16][CH:17]1[CH2:19][CH2:18]1)=[O:15].[CH3:20][O:21][C:22]1[CH:27]=[CH:26][C:25]([O:28][CH3:29])=[CH:24][C:23]=1B(O)O. No catalyst specified. The product is [NH2:1][C:2]1[C:11]2[C:6](=[C:7]([C:26]3[CH:27]=[C:22]([O:21][CH3:20])[CH:23]=[CH:24][C:25]=3[O:28][CH3:29])[C:8]([F:12])=[CH:9][CH:10]=2)[N:5]=[N:4][C:3]=1[C:14]([NH:16][CH:17]1[CH2:19][CH2:18]1)=[O:15]. The yield is 0.770. (2) The reactants are [SH:1][C:2]1[CH:15]=[CH:14][CH:13]=[CH:12][C:3]=1[C:4]([C:6]1[CH:11]=[CH:10][CH:9]=[CH:8][CH:7]=1)=[O:5].[CH2:16]([C:18]([CH2:25]OS(C)(=O)=O)([CH2:21][CH2:22][CH2:23][CH3:24])[CH:19]=[O:20])[CH3:17].C(N(CC)CC)C.Cl. The catalyst is COCCOCCOC. The product is [C:4]([C:3]1[CH:12]=[CH:13][CH:14]=[CH:15][C:2]=1[S:1][CH2:25][C:18]([CH2:16][CH3:17])([CH2:21][CH2:22][CH2:23][CH3:24])[CH:19]=[O:20])(=[O:5])[C:6]1[CH:11]=[CH:10][CH:9]=[CH:8][CH:7]=1. The yield is 0.580. (3) The reactants are [Cl:1][C:2]1[CH:7]=[C:6]2[NH:8][C:9](=[O:33])[C:10]3([CH:15]([C:16]4[CH:21]=[CH:20][CH:19]=[C:18]([Cl:22])[CH:17]=4)[CH2:14][C:13](=O)[NH:12][CH:11]3[C:24]3[CH:29]=[C:28]([F:30])[CH:27]=[CH:26][C:25]=3[O:31][CH3:32])[C:5]2=[CH:4][CH:3]=1.[BH4-].[Na+]. The catalyst is CO. The product is [Cl:1][C:2]1[CH:7]=[C:6]2[NH:8][C:9](=[O:33])[C:10]3([CH:15]([C:16]4[CH:21]=[CH:20][CH:19]=[C:18]([Cl:22])[CH:17]=4)[CH2:14][CH2:13][NH:12][CH:11]3[C:24]3[CH:29]=[C:28]([F:30])[CH:27]=[CH:26][C:25]=3[O:31][CH3:32])[C:5]2=[CH:4][CH:3]=1. The yield is 0.143. (4) The reactants are [Cl:1][C:2]1[CH:7]=[CH:6][C:5]([C:8]2([C:11]([OH:13])=O)[CH2:10][CH2:9]2)=[CH:4][CH:3]=1.C(Cl)(=O)C(Cl)=O.CS(O)(=O)=O.[C@H:25]12[CH2:31][C@H:28]([NH:29][CH2:30]1)[C:27](=[O:32])[O:26]2.C(O)(=O)CC(CC(O)=O)(C(O)=O)O. The catalyst is C1(C)C=CC=CC=1.CN(C)C=O.C(N(CC)CC)C.O1CCCC1. The product is [Cl:1][C:2]1[CH:3]=[CH:4][C:5]([C:8]2([C:11]([N:29]3[CH2:30][C@@H:25]4[CH2:31][C@H:28]3[C:27](=[O:32])[O:26]4)=[O:13])[CH2:9][CH2:10]2)=[CH:6][CH:7]=1. The yield is 0.950.